This data is from Reaction yield outcomes from USPTO patents with 853,638 reactions. The task is: Predict the reaction yield, written as a fraction of the theoretical maximum amount of product (1.0 means a 100% yield; for example, 0.34 means a 34% yield). (1) The reactants are [C:1]([C:4]1[CH:29]=[CH:28][C:7]([C:8]([NH:10][C:11]2[CH:27]=[CH:26][CH:25]=[CH:24][C:12]=2[C:13]([NH:15][C:16]2[CH:21]=[CH:20][C:19]([O:22][CH3:23])=[CH:18][CH:17]=2)=[O:14])=[O:9])=[CH:6][CH:5]=1)(=[O:3])[CH3:2].[CH3:30][Mg]Br.C(OCC)C. The catalyst is O1CCCC1. The product is [OH:3][C:1]([C:4]1[CH:29]=[CH:28][C:7]([C:8]([NH:10][C:11]2[CH:27]=[CH:26][CH:25]=[CH:24][C:12]=2[C:13]([NH:15][C:16]2[CH:21]=[CH:20][C:19]([O:22][CH3:23])=[CH:18][CH:17]=2)=[O:14])=[O:9])=[CH:6][CH:5]=1)([CH3:30])[CH3:2]. The yield is 0.140. (2) The reactants are [CH2:1]([O:8][C:9]([NH:11][CH:12]([CH2:16][CH:17]([CH3:19])[CH3:18])[C:13]([OH:15])=O)=[O:10])[C:2]1[CH:7]=[CH:6][CH:5]=[CH:4][CH:3]=1.[NH2:20][C:21]1[CH:22]=[CH:23][C:24]([OH:31])=[C:25]([CH:30]=1)[C:26]([O:28][CH3:29])=[O:27].CCN(CC)CC.CN(C(ON1N=NC2C=CC=NC1=2)=[N+](C)C)C.F[P-](F)(F)(F)(F)F. The catalyst is CC#N. The product is [CH2:1]([O:8][C:9]([NH:11][CH:12]([CH2:16][CH:17]([CH3:19])[CH3:18])[C:13]([NH:20][C:21]1[CH:22]=[CH:23][C:24]([OH:31])=[C:25]([CH:30]=1)[C:26]([O:28][CH3:29])=[O:27])=[O:15])=[O:10])[C:2]1[CH:3]=[CH:4][CH:5]=[CH:6][CH:7]=1. The yield is 0.518. (3) The product is [Cl:23][C:16]1[N:11]2[N:10]=[C:9]([C:4]3[CH:5]=[CH:6][CH:7]=[CH:8][C:3]=3[C:2]([F:20])([F:19])[F:1])[CH:18]=[C:12]2[N:13]=[CH:14][CH:15]=1. No catalyst specified. The reactants are [F:1][C:2]([F:20])([F:19])[C:3]1[CH:8]=[CH:7][CH:6]=[CH:5][C:4]=1[C:9]1[CH:18]=[C:12]2[N:13]=[CH:14][CH:15]=[C:16](O)[N:11]2[N:10]=1.O=P(Cl)(Cl)[Cl:23]. The yield is 0.790.